Dataset: Forward reaction prediction with 1.9M reactions from USPTO patents (1976-2016). Task: Predict the product of the given reaction. (1) Given the reactants [CH3:1][S:2]([C:5]1[N:10]=[CH:9][C:8]([O:11][C:12]2[CH:13]=[C:14]3[C:18](=[CH:19][CH:20]=2)[NH:17][C:16]([C:21]([NH2:23])=O)=[CH:15]3)=[CH:7][CH:6]=1)(=[O:4])=[O:3].COC1C=CC(P2(SP(C3C=CC(OC)=CC=3)(=S)S2)=[S:33])=CC=1.C(OCC)(=O)C.CCCCCC, predict the reaction product. The product is: [CH3:1][S:2]([C:5]1[N:10]=[CH:9][C:8]([O:11][C:12]2[CH:13]=[C:14]3[C:18](=[CH:19][CH:20]=2)[NH:17][C:16]([C:21](=[S:33])[NH2:23])=[CH:15]3)=[CH:7][CH:6]=1)(=[O:4])=[O:3]. (2) The product is: [Cl:11][C:12]1[CH:13]=[C:14]([CH2:18][C:19]2[CH:20]=[C:21]([OH:22])[N:1]([C:3]3[CH:8]=[C:7]([C:9]#[N:10])[CH:6]=[CH:5][N:4]=3)[N:2]=2)[CH:15]=[CH:16][CH:17]=1. Given the reactants [NH:1]([C:3]1[CH:8]=[C:7]([C:9]#[N:10])[CH:6]=[CH:5][N:4]=1)[NH2:2].[Cl:11][C:12]1[CH:13]=[C:14]([CH2:18][C:19](=O)[CH2:20][C:21](OCC)=[O:22])[CH:15]=[CH:16][CH:17]=1, predict the reaction product. (3) Given the reactants COC1C=C(OC)C=C(OC)C=1C[NH:6][C:7]1[CH:12]=[C:11](Cl)[N:10]=[CH:9][N:8]=1.[F:22][C:23]1[CH:28]=[C:27]([N+:29]([O-:31])=[O:30])[CH:26]=[CH:25][C:24]=1[OH:32].COCCOCCOC, predict the reaction product. The product is: [F:22][C:23]1[CH:28]=[C:27]([N+:29]([O-:31])=[O:30])[CH:26]=[CH:25][C:24]=1[O:32][C:11]1[N:10]=[CH:9][N:8]=[C:7]([NH2:6])[CH:12]=1. (4) Given the reactants [CH2:1]([O:8][CH2:9][CH2:10][CH2:11][O:12][C:13]1[N:18]=[CH:17][C:16]([CH:19]2[CH2:24][CH2:23][N:22](C(OC(C)(C)C)=O)[CH2:21][CH:20]2[O:32][CH2:33][C:34]2[CH:43]=[CH:42][C:41]3[C:36](=[CH:37][CH:38]=[CH:39][CH:40]=3)[CH:35]=2)=[CH:15][N:14]=1)[C:2]1[CH:7]=[CH:6][CH:5]=[CH:4][CH:3]=1, predict the reaction product. The product is: [CH2:1]([O:8][CH2:9][CH2:10][CH2:11][O:12][C:13]1[N:14]=[CH:15][C:16]([CH:19]2[CH2:24][CH2:23][NH:22][CH2:21][CH:20]2[O:32][CH2:33][C:34]2[CH:43]=[CH:42][C:41]3[C:36](=[CH:37][CH:38]=[CH:39][CH:40]=3)[CH:35]=2)=[CH:17][N:18]=1)[C:2]1[CH:7]=[CH:6][CH:5]=[CH:4][CH:3]=1. (5) Given the reactants [CH:1]([O:4][C:5]([N:7]1[CH2:13][CH2:12][CH2:11][CH:10]([N:14]([C:30](=[O:32])[CH3:31])[CH2:15][C:16]2[CH:21]=[C:20]([C:22]([F:25])([F:24])[F:23])[CH:19]=[C:18]([C:26]([F:29])([F:28])[F:27])[CH:17]=2)[C:9]2[CH:33]=[C:34](Br)[C:35]([CH3:37])=[CH:36][C:8]1=2)=[O:6])([CH3:3])[CH3:2].[C:39]([N:42](CC1C=C(C(F)(F)F)C=C(C(F)(F)F)C=1)[CH:43]1CCCN(C(OC(C)C)=O)C2C=C(Cl)C(N(C)C)=CC1=2)(=O)C, predict the reaction product. The product is: [CH:1]([O:4][C:5]([N:7]1[CH2:13][CH2:12][CH2:11][CH:10]([N:14]([C:30](=[O:32])[CH3:31])[CH2:15][C:16]2[CH:21]=[C:20]([C:22]([F:25])([F:24])[F:23])[CH:19]=[C:18]([C:26]([F:29])([F:28])[F:27])[CH:17]=2)[C:9]2[CH:33]=[C:34]([N:42]([CH3:43])[CH3:39])[C:35]([CH3:37])=[CH:36][C:8]1=2)=[O:6])([CH3:3])[CH3:2]. (6) The product is: [NH3:3].[CH3:1][C@@H:2]1[NH:3][CH2:4][CH2:5][N:6]([C:13]([O:12][C:9]([CH3:11])([CH3:10])[CH3:8])=[O:14])[CH2:7]1. Given the reactants [CH3:1][C@H:2]1[CH2:7][NH:6][CH2:5][CH2:4][NH:3]1.[CH3:8][C:9]([O:12][C:13](O[C:13]([O:12][C:9]([CH3:11])([CH3:10])[CH3:8])=[O:14])=[O:14])([CH3:11])[CH3:10], predict the reaction product. (7) Given the reactants [F:1][C:2]([F:21])([F:20])[C:3]1[CH:8]=[CH:7][C:6]([NH:9][C:10](=[O:19])[C:11](=[CH:15][O:16]CC)[C:12]([CH3:14])=O)=[CH:5][CH:4]=1.Cl.[NH2:23]O.[OH-].[Na+], predict the reaction product. The product is: [CH3:14][C:12]1[C:11]([C:10]([NH:9][C:6]2[CH:7]=[CH:8][C:3]([C:2]([F:21])([F:20])[F:1])=[CH:4][CH:5]=2)=[O:19])=[CH:15][O:16][N:23]=1. (8) Given the reactants [NH2:1][C:2]1[CH:3]=[CH:4][C:5]([CH3:22])=[C:6]([C:8]2[C:9](=[O:21])[N:10]([CH2:19][CH3:20])[C:11]3[C:16]([CH:17]=2)=[CH:15][N:14]=[C:13](Cl)[CH:12]=3)[CH:7]=1.COC1C=CC(C[CH2:30][NH2:31])=CC=1.C1CCN2C(=NCCC2)CC1.FC(F)(F)C(O)=O, predict the reaction product. The product is: [NH2:1][C:2]1[CH:3]=[CH:4][C:5]([CH3:22])=[C:6]([C:8]2[C:9](=[O:21])[N:10]([CH2:19][CH3:20])[C:11]3[C:16]([CH:17]=2)=[CH:15][N:14]=[C:13]([NH:31][CH3:30])[CH:12]=3)[CH:7]=1. (9) Given the reactants [F:1][C:2]1[CH:3]=[C:4]([C:9]2[C:10]([C:19](=[O:21])[CH3:20])=[CH:11][CH:12]=[C:13]3[C:18]=2[N:17]=[CH:16][CH:15]=[CH:14]3)[CH:5]=[C:6]([F:8])[CH:7]=1.[BH4-].[Na+], predict the reaction product. The product is: [F:8][C:6]1[CH:5]=[C:4]([C:9]2[C:10]([CH:19]([OH:21])[CH3:20])=[CH:11][CH:12]=[C:13]3[C:18]=2[N:17]=[CH:16][CH:15]=[CH:14]3)[CH:3]=[C:2]([F:1])[CH:7]=1. (10) Given the reactants Cl[C:2]1[N:7]=[C:6]([NH:8][C:9]2[N:14]=[CH:13][C:12]3[N:15]=[C:16]([CH3:21])[N:17]([CH:18]([CH3:20])[CH3:19])[C:11]=3[CH:10]=2)[CH:5]=[CH:4][N:3]=1.[CH3:22][N:23]1[C:27]([Sn](CCCC)(CCCC)CCCC)=[CH:26][N:25]=[CH:24]1.O1CCOCC1.[F-].[K+], predict the reaction product. The product is: [CH:18]([N:17]1[C:11]2[CH:10]=[C:9]([NH:8][C:6]3[CH:5]=[CH:4][N:3]=[C:2]([C:27]4[N:23]([CH3:22])[CH:24]=[N:25][CH:26]=4)[N:7]=3)[N:14]=[CH:13][C:12]=2[N:15]=[C:16]1[CH3:21])([CH3:20])[CH3:19].